This data is from Full USPTO retrosynthesis dataset with 1.9M reactions from patents (1976-2016). The task is: Predict the reactants needed to synthesize the given product. (1) Given the product [F:1][C:2]1[CH:3]=[CH:4][CH:5]=[C:6]([C:8]2[CH:13]=[CH:12][C:11]([CH2:14][C@@H:15]([NH:22][C:23]([C:24]3[O:25][C:45](=[O:46])[NH:27][N:26]=3)=[O:28])[CH2:16][C:17]([O:19][CH2:20][CH3:21])=[O:18])=[CH:10][C:9]=2[O:32][CH3:31])[CH:7]=1, predict the reactants needed to synthesize it. The reactants are: [F:1][C:2]1[CH:3]=[CH:4][C:5](OC)=[C:6]([C:8]2[CH:13]=[CH:12][C:11]([CH2:14][C@@H:15]([NH:22][C:23](=[O:28])[C:24]([NH:26][NH2:27])=[O:25])[CH2:16][C:17]([O:19][CH2:20][CH3:21])=[O:18])=[CH:10][CH:9]=2)[CH:7]=1.[C:31](C1NC=CN=1)(C1NC=CN=1)=[O:32].C1C[O:46][CH2:45]C1. (2) The reactants are: [NH:1]1[CH2:6][CH2:5][CH:4]([N:7]2[CH:11]=[C:10]([NH:12][C:13]3[N:18]=[C:17]([CH2:19][CH2:20][C:21]4[CH:26]=[CH:25][CH:24]=[CH:23][C:22]=4[CH:27]([CH3:31])[C:28]([NH2:30])=[O:29])[C:16]([C:32]([F:35])([F:34])[F:33])=[CH:15][N:14]=3)[CH:9]=[N:8]2)[CH2:3][CH2:2]1.I[CH:37]([CH3:39])[CH3:38].C([O-])([O-])=O.[K+].[K+]. Given the product [CH:37]([N:1]1[CH2:2][CH2:3][CH:4]([N:7]2[CH:11]=[C:10]([NH:12][C:13]3[N:18]=[C:17]([CH2:19][CH2:20][C:21]4[CH:26]=[CH:25][CH:24]=[CH:23][C:22]=4[CH:27]([CH3:31])[C:28]([NH2:30])=[O:29])[C:16]([C:32]([F:34])([F:33])[F:35])=[CH:15][N:14]=3)[CH:9]=[N:8]2)[CH2:5][CH2:6]1)([CH3:39])[CH3:38], predict the reactants needed to synthesize it. (3) Given the product [CH3:32][C:23]1[C:24]([C:26]2[CH:31]=[CH:30][CH:29]=[CH:28][CH:27]=2)=[CH:25][N:21]([CH2:17][CH2:18][C:19]#[C:20][C:9]2[CH:8]=[CH:11][CH:16]=[CH:15][N:5]=2)[N:22]=1, predict the reactants needed to synthesize it. The reactants are: C([N:5]1[C:9](C)=[C:8]([C:11]2[CH:16]=[CH:15]C=CC=2)C=N1)CC#C.[CH2:17]([N:21]1[CH:25]=[C:24]([C:26]2[CH:31]=[CH:30][CH:29]=[CH:28][CH:27]=2)[C:23]([CH3:32])=[N:22]1)[CH2:18][C:19]#[CH:20].CC1N(CCC#CC2C=CC=CN=2)N=CC=1C1C=CC=CC=1. (4) Given the product [CH2:17]([N:24]1[CH2:25][CH2:26][N:27]([CH2:30][CH2:31][CH2:32][CH2:33][NH:34][C:14]([CH:8]2[CH2:13][CH2:12][CH2:11][CH2:10][CH2:9]2)=[O:15])[CH2:28][CH2:29]1)[C:18]1[CH:19]=[CH:20][CH:21]=[CH:22][CH:23]=1, predict the reactants needed to synthesize it. The reactants are: C(N(CC)CC)C.[CH:8]1([C:14](Cl)=[O:15])[CH2:13][CH2:12][CH2:11][CH2:10][CH2:9]1.[CH2:17]([N:24]1[CH2:29][CH2:28][N:27]([CH2:30][CH2:31][CH2:32][CH2:33][NH2:34])[CH2:26][CH2:25]1)[C:18]1[CH:23]=[CH:22][CH:21]=[CH:20][CH:19]=1. (5) Given the product [NH2:36][C:35]1[S:34][C:33]([C:44]2[C:49]([F:50])=[CH:48][CH:47]=[C:46]([O:51][CH3:52])[C:45]=2[F:53])=[N:32][C:31]=1[C:29]([NH:28][C:12]1[C:13]([N:14]2[CH2:19][CH2:18][CH2:17][C@H:16]([NH2:20])[CH2:15]2)=[C:8]2[CH2:7][CH2:6][CH:5]([OH:4])[C:9]2=[N:10][CH:11]=1)=[O:30], predict the reactants needed to synthesize it. The reactants are: C([O:4][CH:5]1[C:9]2=[N:10][CH:11]=[C:12]([NH:28][C:29]([C:31]3[N:32]=[C:33]([C:44]4[C:49]([F:50])=[CH:48][CH:47]=[C:46]([O:51][CH3:52])[C:45]=4[F:53])[S:34][C:35]=3[NH:36]C(OC(C)(C)C)=O)=[O:30])[C:13]([N:14]3[CH2:19][CH2:18][CH2:17][C@H:16]([NH:20]C(OC(C)(C)C)=O)[CH2:15]3)=[C:8]2[CH2:7][CH2:6]1)(=O)C.CO.[OH-].[Na+].C(O)(C(F)(F)F)=O. (6) Given the product [NH2:1][C:2]1[C:3]([CH2:12][OH:13])=[CH:4][C:5]2[C:10]([CH:11]=1)=[CH:9][CH:8]=[CH:7][CH:6]=2, predict the reactants needed to synthesize it. The reactants are: [NH2:1][C:2]1[C:3]([C:12](O)=[O:13])=[CH:4][C:5]2[C:10]([CH:11]=1)=[CH:9][CH:8]=[CH:7][CH:6]=2.[H-].[Al+3].[Li+].[H-].[H-].[H-].O.[OH-].[Na+]. (7) Given the product [Br:9][C:10]1[CH:11]=[CH:12][C:13]([O:20][CH3:21])=[C:14]([S:16]([NH:1][C:2]2[O:6][N:5]=[C:4]([CH3:7])[C:3]=2[Br:8])(=[O:17])=[O:18])[CH:15]=1, predict the reactants needed to synthesize it. The reactants are: [NH2:1][C:2]1[O:6][N:5]=[C:4]([CH3:7])[C:3]=1[Br:8].[Br:9][C:10]1[CH:11]=[CH:12][C:13]([O:20][CH3:21])=[C:14]([S:16](Cl)(=[O:18])=[O:17])[CH:15]=1. (8) Given the product [NH2:19][CH2:18][C:17]([NH:16][C@H:6]1[CH2:7][CH2:8][C@@H:9]([NH:11][C:12]([CH3:13])([CH3:14])[CH3:15])[CH2:10][C@H:5]1[CH2:1][CH2:2][CH2:3][CH3:4])=[O:30], predict the reactants needed to synthesize it. The reactants are: [CH2:1]([C@@H:5]1[CH2:10][C@H:9]([NH:11][C:12]([CH3:15])([CH3:14])[CH3:13])[CH2:8][CH2:7][C@@H:6]1[NH:16][C:17](=[O:30])[CH2:18][NH:19]C(=O)OCC1C=CC=CC=1)[CH2:2][CH2:3][CH3:4]. (9) Given the product [F:18][C:19]1[CH:20]=[C:21]([N+:26]([O-:28])=[O:27])[CH:22]=[CH:23][C:24]=1[N:2]([CH3:1])[C:3]1[CH:8]=[CH:7][N:6]=[C:5]2[CH:9]=[C:10]([C:12]3[N:13]=[CH:14][N:15]([CH3:17])[CH:16]=3)[S:11][C:4]=12, predict the reactants needed to synthesize it. The reactants are: [CH3:1][NH:2][C:3]1[CH:8]=[CH:7][N:6]=[C:5]2[CH:9]=[C:10]([C:12]3[N:13]=[CH:14][N:15]([CH3:17])[CH:16]=3)[S:11][C:4]=12.[F:18][C:19]1[CH:20]=[C:21]([N+:26]([O-:28])=[O:27])[CH:22]=[CH:23][C:24]=1F.C(=O)([O-])[O-].[Cs+].[Cs+].